From a dataset of Forward reaction prediction with 1.9M reactions from USPTO patents (1976-2016). Predict the product of the given reaction. (1) The product is: [CH3:1][C:2]1[N:3]([CH2:12][CH2:13][N:14]2[CH2:18][CH2:17][CH2:16][CH2:15]2)[C:4]2[C:9]([CH:10]=1)=[CH:8][C:7]([NH:11][C:22]([C:24]1[S:25][CH:26]=[CH:27][CH:28]=1)=[NH:23])=[CH:6][CH:5]=2. Given the reactants [CH3:1][C:2]1[N:3]([CH2:12][CH2:13][N:14]2[CH2:18][CH2:17][CH2:16][CH2:15]2)[C:4]2[C:9]([CH:10]=1)=[CH:8][C:7]([NH2:11])=[CH:6][CH:5]=2.I.CS[C:22]([C:24]1[S:25][CH:26]=[CH:27][CH:28]=1)=[NH:23], predict the reaction product. (2) The product is: [O:11]([C:18]1[CH:23]=[CH:22][C:21]([C:2]2[N:7]=[C:6]3[N:8]([CH:28]4[CH2:29][N:30]([C:32](=[O:34])[CH:39]=[CH2:40])[CH2:31]4)[N:9]=[CH:10][C:5]3=[N:4][CH:3]=2)=[CH:20][CH:19]=1)[C:12]1[CH:17]=[CH:16][CH:15]=[CH:14][CH:13]=1. Given the reactants Cl[C:2]1[N:7]=[C:6]2[NH:8][N:9]=[CH:10][C:5]2=[N:4][CH:3]=1.[O:11]([C:18]1[CH:23]=[CH:22][C:21](B(O)O)=[CH:20][CH:19]=1)[C:12]1[CH:17]=[CH:16][CH:15]=[CH:14][CH:13]=1.O[CH:28]1[CH2:31][N:30]([C:32]([O:34]C(C)(C)C)=O)[CH2:29]1.[C:39](Cl)(=O)[CH:40]=C, predict the reaction product. (3) Given the reactants NN.[N+:3]([C:6]1[CH:7]=[C:8]([N:15]2[CH2:20][CH2:19][NH:18][CH:17]3[CH2:21][S:22](=[O:25])(=[O:24])[CH2:23][CH:16]23)[C:9]2O[CH:12]=[CH:11][C:10]=2[CH:14]=1)([O-])=O.CC#N.C1C[O:32]CC1, predict the reaction product. The product is: [O:25]=[S:22]1(=[O:24])[CH2:21][CH:17]2[CH:16]([N:15]([C:8]3[O:32][C:11]4[CH:12]=[CH:7][C:6]([NH2:3])=[CH:14][C:10]=4[CH:9]=3)[CH2:20][CH2:19][NH:18]2)[CH2:23]1.